Predict the reaction yield, written as a fraction of the theoretical maximum amount of product (1.0 means a 100% yield; for example, 0.34 means a 34% yield). From a dataset of Reaction yield outcomes from USPTO patents with 853,638 reactions. (1) The reactants are [Br:1][C:2]1[CH:7]=[C:6]([S:8]([CH2:11][CH3:12])(=[O:10])=[O:9])[CH:5]=[CH:4][C:3]=1F.C[O-].[Na+].O.[C:18](OCC)(=[O:20])C. The catalyst is C1COCC1. The product is [Br:1][C:2]1[CH:7]=[C:6]([S:8]([CH2:11][CH3:12])(=[O:10])=[O:9])[CH:5]=[CH:4][C:3]=1[O:20][CH3:18]. The yield is 0.794. (2) The reactants are [OH:1][N:2]=[C:3](Cl)[C:4]1[CH:9]=[CH:8][CH:7]=[C:6]([N+:10]([O-:12])=[O:11])[CH:5]=1.C([O-])(O)=O.[Na+].[Cl:19][C:20]1[CH:25]=[C:24]([C:26]([C:28]([F:31])([F:30])[F:29])=[CH2:27])[CH:23]=[C:22]([Cl:32])[CH:21]=1. The catalyst is C1COCC1. The product is [Cl:19][C:20]1[CH:25]=[C:24]([C:26]2([C:28]([F:31])([F:29])[F:30])[O:1][N:2]=[C:3]([C:4]3[CH:9]=[CH:8][CH:7]=[C:6]([N+:10]([O-:12])=[O:11])[CH:5]=3)[CH2:27]2)[CH:23]=[C:22]([Cl:32])[CH:21]=1. The yield is 0.500. (3) The reactants are [CH3:1][N:2]1[CH:6]=[CH:5][CH:4]=[C:3]1B1OC(C)(C)C(C)(C)O1.Br[C:17]1[CH:22]=[CH:21][CH:20]=[CH:19][C:18]=1[OH:23].C(=O)([O-])[O-].[K+].[K+]. The catalyst is ClCCCl.C1C=CC([P]([Pd]([P](C2C=CC=CC=2)(C2C=CC=CC=2)C2C=CC=CC=2)([P](C2C=CC=CC=2)(C2C=CC=CC=2)C2C=CC=CC=2)[P](C2C=CC=CC=2)(C2C=CC=CC=2)C2C=CC=CC=2)(C2C=CC=CC=2)C2C=CC=CC=2)=CC=1. The product is [CH3:1][N:2]1[CH:6]=[CH:5][CH:4]=[C:3]1[C:17]1[CH:22]=[CH:21][CH:20]=[CH:19][C:18]=1[OH:23]. The yield is 0.340. (4) The reactants are FC1C=CC(NC(=O)NC2C=CC(C3C=C4C(CN([C@@H](C(C)C)C(O)=O)C4=O)=CC=3)=CC=2)=CC=1.C[O:36][C:37](=[O:70])[C@@H:38]([N:42]1[CH2:50][C:49]2[C:44](=[CH:45][C:46]([C:51]3[CH:56]=[CH:55][C:54]([NH:57][C:58]([NH:60][C:61]4[CH:66]=[C:65]([F:67])[CH:64]=[C:63]([F:68])[CH:62]=4)=[O:59])=[CH:53][CH:52]=3)=[CH:47][CH:48]=2)[C:43]1=[O:69])[CH:39]([CH3:41])[CH3:40]. No catalyst specified. The product is [F:68][C:63]1[CH:62]=[C:61]([NH:60][C:58](=[O:59])[NH:57][C:54]2[CH:53]=[CH:52][C:51]([C:46]3[CH:45]=[C:44]4[C:49]([CH2:50][N:42]([C@@H:38]([CH:39]([CH3:40])[CH3:41])[C:37]([OH:70])=[O:36])[C:43]4=[O:69])=[CH:48][CH:47]=3)=[CH:56][CH:55]=2)[CH:66]=[C:65]([F:67])[CH:64]=1. The yield is 0.940. (5) The reactants are Cl[C:2]1[N:11]=[CH:10][C:9]2[N:8]([CH2:12][C@H:13]3[CH2:17][O:16]C(C)(C)[O:14]3)[C:7](=[O:20])[C:6]3([CH3:25])[CH2:21][O:22][CH2:23][CH2:24][N:5]3[C:4]=2[N:3]=1.[CH3:26][NH:27][C:28]([NH:30][C:31]1[CH:36]=[CH:35][C:34](B2OC(C)(C)C(C)(C)O2)=[CH:33][CH:32]=1)=[O:29].C(=O)([O-])[O-].[Na+].[Na+]. The product is [OH:14][C@H:13]([CH2:17][OH:16])[CH2:12][N:8]1[C:7](=[O:20])[C:6]2([CH3:25])[CH2:21][O:22][CH2:23][CH2:24][N:5]2[C:4]2[N:3]=[C:2]([C:34]3[CH:33]=[CH:32][C:31]([NH:30][C:28]([NH:27][CH3:26])=[O:29])=[CH:36][CH:35]=3)[N:11]=[CH:10][C:9]1=2. The yield is 0.115. The catalyst is C1C=CC(P(C2C=CC=CC=2)[C-]2C=CC=C2)=CC=1.C1C=CC(P(C2C=CC=CC=2)[C-]2C=CC=C2)=CC=1.Cl[Pd]Cl.[Fe+2].O1CCOCC1. (6) The yield is 0.120. The reactants are [Cl:1][C:2]1[CH:3]=[C:4]([CH:18]=[CH:19][C:20]=1[F:21])[CH2:5][C:6]1[CH:7]=[N:8][C:9]2[N:10]([N:12]=[CH:13][C:14]=2[C:15]([OH:17])=O)[CH:11]=1.CN(C(ON1N=NC2C=CC=CC1=2)=[N+](C)C)C.[B-](F)(F)(F)F.C(N(CC)CC)C.[NH2:51][CH2:52][C:53]([NH2:55])=[O:54]. The catalyst is CN(C=O)C. The product is [NH2:55][C:53](=[O:54])[CH2:52][NH:51][C:15]([C:14]1[CH:13]=[N:12][N:10]2[CH:11]=[C:6]([CH2:5][C:4]3[CH:18]=[CH:19][C:20]([F:21])=[C:2]([Cl:1])[CH:3]=3)[CH:7]=[N:8][C:9]=12)=[O:17]. (7) The reactants are [C:1]([O:5][C:6](=[O:19])[CH2:7][C@@H:8]([CH2:17][NH2:18])[CH2:9][C@H:10]([CH3:16])[CH2:11][CH2:12][CH2:13][CH2:14][CH3:15])([CH3:4])([CH3:3])[CH3:2].C(OC(=O)C[C@@H](CN=[N+]=[N-])C[C@@H](C)CCCCC)(C)(C)C. No catalyst specified. The product is [C:1]([O:5][C:6](=[O:19])[CH2:7][C@@H:8]([CH2:17][NH2:18])[CH2:9][C@@H:10]([CH3:16])[CH2:11][CH2:12][CH2:13][CH2:14][CH3:15])([CH3:2])([CH3:4])[CH3:3]. The yield is 0.720. (8) The reactants are C(OC(=O)CC1OB(O)C2C=C(OC3SC(Br)=NN=3)C=C(C)C1=2)C.[CH2:25]([O:27][C:28](=[O:49])[CH2:29][CH:30]1[O:34][B:33]([OH:35])[C:32]2[CH:36]=[C:37]([O:40][C:41]3[S:42][C:43]([N+:46]([O-])=O)=[N:44][N:45]=3)[CH:38]=[CH:39][C:31]1=2)[CH3:26]. The catalyst is CO.[Pd]. The product is [CH2:25]([O:27][C:28](=[O:49])[CH2:29][CH:30]1[O:34][B:33]([OH:35])[C:32]2[CH:36]=[C:37]([O:40][C:41]3[S:42][C:43]([NH2:46])=[N:44][N:45]=3)[CH:38]=[CH:39][C:31]1=2)[CH3:26]. The yield is 0.200. (9) The reactants are [N+:1]([C:4]1[CH:9]=[CH:8][C:7]([OH:10])=[C:6]([O:11][CH3:12])[CH:5]=1)([O-])=O.NC1C=CC(O)=CC=1F. No catalyst specified. The product is [NH2:1][C:4]1[CH:9]=[CH:8][C:7]([OH:10])=[C:6]([O:11][CH3:12])[CH:5]=1. The yield is 0.569.